The task is: Predict the reaction yield, written as a fraction of the theoretical maximum amount of product (1.0 means a 100% yield; for example, 0.34 means a 34% yield).. This data is from Reaction yield outcomes from USPTO patents with 853,638 reactions. (1) The reactants are [OH:1][C@H:2]1[CH2:7][CH2:6][C@H:5]([N:8]2[C:13](=[O:14])[C:12]([CH:15]([C:17]3[CH:22]=[CH:21][C:20]([C:23]4[C:24]([C:29]#[N:30])=[CH:25][CH:26]=[CH:27][CH:28]=4)=[CH:19][CH:18]=3)[CH3:16])=[C:11]([CH2:31][CH2:32][CH3:33])[N:10]3[N:34]=[CH:35][CH:36]=[C:9]23)[CH2:4][CH2:3]1.C(OC(=O)C=[N+:42]=[N-])C.[C:45]([O:48]CC)(=[O:47])C.[OH2:51].[C:52]1([CH3:58])[CH:57]=CC=C[CH:53]=1. The catalyst is C([O-])(=O)C.[Rh+3].C([O-])(=O)C.C([O-])(=O)C. The product is [OH:51][C:52]([CH3:58])([CH3:57])[CH2:53][O:1][C@H:2]1[CH2:3][CH2:4][C@H:5]([N:8]2[C:13](=[O:14])[C:12]([CH:15]([C:17]3[CH:22]=[CH:21][C:20]([C:23]4[CH:28]=[CH:27][CH:26]=[CH:25][C:24]=4[C:29]4[NH:42][C:45](=[O:47])[O:48][N:30]=4)=[CH:19][CH:18]=3)[CH3:16])=[C:11]([CH2:31][CH2:32][CH3:33])[N:10]3[N:34]=[CH:35][CH:36]=[C:9]23)[CH2:6][CH2:7]1. The yield is 0.340. (2) The reactants are Br[C:2]1[CH:3]=[C:4]([C:8]2[C:22]([C:23]3[CH:28]=[CH:27][N:26]=[C:25]([NH:29][CH:30]4[CH2:34][CH2:33][CH2:32][CH2:31]4)[N:24]=3)=[C:11]3[CH:12]=[CH:13][CH:14]=[C:15]([NH:16][CH:17]4[CH2:21][CH2:20][CH2:19][CH2:18]4)[N:10]3[N:9]=2)[CH:5]=[CH:6][CH:7]=1.[S:35]1[CH:39]=[CH:38][CH:37]=[C:36]1B(O)O. No catalyst specified. The product is [CH:17]1([NH:16][C:15]2[N:10]3[N:9]=[C:8]([C:4]4[CH:5]=[CH:6][CH:7]=[C:2]([C:36]5[S:35][CH:39]=[CH:38][CH:37]=5)[CH:3]=4)[C:22]([C:23]4[CH:28]=[CH:27][N:26]=[C:25]([NH:29][CH:30]5[CH2:34][CH2:33][CH2:32][CH2:31]5)[N:24]=4)=[C:11]3[CH:12]=[CH:13][CH:14]=2)[CH2:18][CH2:19][CH2:20][CH2:21]1. The yield is 0.420.